This data is from Forward reaction prediction with 1.9M reactions from USPTO patents (1976-2016). The task is: Predict the product of the given reaction. The product is: [CH2:23]([C:20]1[CH:21]=[CH:22][C:17]([O:16][CH2:15][CH2:14][S:12][C:10]2[N:11]=[C:4]3[N:3]=[C:2]([CH3:1])[CH:7]=[C:6]([CH3:8])[N:5]3[N:9]=2)=[CH:18][CH:19]=1)[CH3:24].[Br:13][CH2:14][CH2:15][O:16][C:17]1[CH:22]=[CH:21][C:20]([CH2:23][CH3:24])=[CH:19][CH:18]=1. Given the reactants [CH3:1][C:2]1[CH:7]=[C:6]([CH3:8])[N:5]2[N:9]=[C:10]([SH:12])[N:11]=[C:4]2[N:3]=1.[Br:13][CH2:14][CH2:15][O:16][C:17]1[CH:22]=[CH:21][C:20]([CH2:23][CH3:24])=[CH:19][CH:18]=1.ClC1C=CC(OCCBr)=CC=1F.C(C1C=CC(O)=CC=1)C.BrCCBr, predict the reaction product.